From a dataset of Catalyst prediction with 721,799 reactions and 888 catalyst types from USPTO. Predict which catalyst facilitates the given reaction. (1) Product: [O:25]1[C:29]2[CH:30]=[CH:31][C:32]([C:2]3[NH:10][C:5]4=[N:6][CH:7]=[CH:8][CH:9]=[C:4]4[C:3]=3[S:11][C:12]3[CH:17]=[CH:16][C:15]([Cl:18])=[CH:14][CH:13]=3)=[CH:33][C:28]=2[O:27][CH2:26]1. The catalyst class is: 30. Reactant: Br[C:2]1[NH:10][C:5]2=[N:6][CH:7]=[CH:8][CH:9]=[C:4]2[C:3]=1[S:11][C:12]1[CH:17]=[CH:16][C:15]([Cl:18])=[CH:14][CH:13]=1.C(=O)([O-])[O-].[Cs+].[Cs+].[O:25]1[C:29]2[CH:30]=[CH:31][C:32](B(O)O)=[CH:33][C:28]=2[O:27][CH2:26]1. (2) Reactant: [NH2:1][C:2]1[CH:7]=[CH:6][C:5]([CH3:8])=[CH:4][N:3]=1.[I:9][C:10]1[CH:19]=[CH:18][C:13]([C:14](=O)[CH2:15]Br)=[CH:12][CH:11]=1. Product: [I:9][C:10]1[CH:19]=[CH:18][C:13]([C:14]2[N:1]=[C:2]3[CH:7]=[CH:6][C:5]([CH3:8])=[CH:4][N:3]3[CH:15]=2)=[CH:12][CH:11]=1. The catalyst class is: 8. (3) Reactant: C([O:3][C:4](=[O:13])[CH:5]=[CH:6][CH:7]1[CH2:12][CH2:11][CH2:10][CH2:9][CH2:8]1)C.[OH-].[Li+].CO. Product: [CH:7]1([CH:6]=[CH:5][C:4]([OH:13])=[O:3])[CH2:12][CH2:11][CH2:10][CH2:9][CH2:8]1. The catalyst class is: 38. (4) Reactant: [OH-:1].[K+].[CH2:3]([N:10]1[CH2:15][CH2:14][C:13]([C:18]2[CH:23]=[CH:22][N:21]=[CH:20][CH:19]=2)([C:16]#[N:17])[CH2:12][CH2:11]1)[C:4]1[CH:9]=[CH:8][CH:7]=[CH:6][CH:5]=1. Product: [CH2:3]([N:10]1[CH2:11][CH2:12][C:13]([C:18]2[CH:19]=[CH:20][N:21]=[CH:22][CH:23]=2)([C:16]([NH2:17])=[O:1])[CH2:14][CH2:15]1)[C:4]1[CH:9]=[CH:8][CH:7]=[CH:6][CH:5]=1. The catalyst class is: 40. (5) Reactant: [CH3:1][O:2][C:3]1[C:4]([O:11][CH3:12])=[N:5][CH:6]=[C:7]([CH:10]=1)[C:8]#[N:9].Cl. Product: [CH3:1][O:2][C:3]1[CH:10]=[C:7]([CH2:8][NH2:9])[CH:6]=[N:5][C:4]=1[O:11][CH3:12]. The catalyst class is: 105. (6) Reactant: FC(F)(F)C(O)=O.[CH3:8][NH:9][C@H:10]([C:14]([NH:16][C@H:17]([C:21]([N:23]([C@@H:25]([C@@H:62]([CH3:65])[CH2:63][CH3:64])[C@H:26]([O:60][CH3:61])[CH2:27][C:28]([N:30]1[CH2:34][CH2:33][CH2:32][C@H:31]1[C@H:35]([O:58][CH3:59])[C@@H:36]([CH3:57])[C:37]([NH:39][C@@H:40]([CH2:50][C:51]1[CH:56]=[CH:55][CH:54]=[CH:53][CH:52]=1)[CH2:41][S:42][CH2:43][C:44]1[CH:49]=[CH:48][CH:47]=[CH:46][CH:45]=1)=[O:38])=[O:29])[CH3:24])=[O:22])[CH:18]([CH3:20])[CH3:19])=[O:15])[CH:11]([CH3:13])[CH3:12].O=[CH:67][CH2:68][CH2:69][C:70]([OH:72])=[O:71].C([BH3-])#N.[Na+].O1CCOCC1. Product: [C:70]([CH2:69][CH2:68][CH2:67][N:9]([CH3:8])[C@H:10]([C:14]([NH:16][C@H:17]([C:21]([N:23]([C@@H:25]([C@@H:62]([CH3:65])[CH2:63][CH3:64])[C@H:26]([O:60][CH3:61])[CH2:27][C:28]([N:30]1[CH2:34][CH2:33][CH2:32][C@H:31]1[C@H:35]([O:58][CH3:59])[C@@H:36]([CH3:57])[C:37]([NH:39][C@@H:40]([CH2:50][C:51]1[CH:52]=[CH:53][CH:54]=[CH:55][CH:56]=1)[CH2:41][S:42][CH2:43][C:44]1[CH:45]=[CH:46][CH:47]=[CH:48][CH:49]=1)=[O:38])=[O:29])[CH3:24])=[O:22])[CH:18]([CH3:19])[CH3:20])=[O:15])[CH:11]([CH3:13])[CH3:12])([OH:72])=[O:71]. The catalyst class is: 38. (7) Product: [C:1]([O:5][C:6]([N:8]1[CH2:13][CH2:12][N:11]([S:14]([C:17]2[CH:18]=[CH:19][C:20]([NH:23][C:33](=[O:36])[CH:34]=[CH2:35])=[CH:21][CH:22]=2)(=[O:16])=[O:15])[CH2:10][CH2:9]1)=[O:7])([CH3:4])([CH3:2])[CH3:3]. Reactant: [C:1]([O:5][C:6]([N:8]1[CH2:13][CH2:12][N:11]([S:14]([C:17]2[CH:22]=[CH:21][C:20]([NH2:23])=[CH:19][CH:18]=2)(=[O:16])=[O:15])[CH2:10][CH2:9]1)=[O:7])([CH3:4])([CH3:3])[CH3:2].C(N(C(C)C)CC)(C)C.[C:33](Cl)(=[O:36])[CH:34]=[CH2:35]. The catalyst class is: 2. (8) Reactant: [CH3:1][C:2]1[N:10]=[CH:9][CH:8]=[C:7]([CH3:11])[C:3]=1C(O)=O.[N-:12]=[N+]=[N-].[Na+].O. Product: [CH3:1][C:2]1[C:3]([NH2:12])=[C:7]([CH3:11])[CH:8]=[CH:9][N:10]=1. The catalyst class is: 820. (9) Reactant: [NH:1]1[C:9]2[C:4](=[C:5]([CH:10]=[CH:11][C:12]([O:14]C)=[O:13])[CH:6]=[CH:7][CH:8]=2)[CH:3]=[CH:2]1.[Li+].[OH-]. Product: [NH:1]1[C:9]2[C:4](=[C:5]([CH:10]=[CH:11][C:12]([OH:14])=[O:13])[CH:6]=[CH:7][CH:8]=2)[CH:3]=[CH:2]1. The catalyst class is: 49.